This data is from Peptide-MHC class I binding affinity with 185,985 pairs from IEDB/IMGT. The task is: Regression. Given a peptide amino acid sequence and an MHC pseudo amino acid sequence, predict their binding affinity value. This is MHC class I binding data. (1) The peptide sequence is KSRCASPST. The MHC is HLA-B07:02 with pseudo-sequence HLA-B07:02. The binding affinity (normalized) is 0.0847. (2) The peptide sequence is MTRGLLGSY. The MHC is HLA-A02:19 with pseudo-sequence HLA-A02:19. The binding affinity (normalized) is 0.0847. (3) The peptide sequence is QAHMGIAGL. The MHC is HLA-B57:01 with pseudo-sequence HLA-B57:01. The binding affinity (normalized) is 0.0847. (4) The peptide sequence is HSSVAGGLW. The MHC is HLA-A01:01 with pseudo-sequence HLA-A01:01. The binding affinity (normalized) is 0.410.